Dataset: Full USPTO retrosynthesis dataset with 1.9M reactions from patents (1976-2016). Task: Predict the reactants needed to synthesize the given product. Given the product [C:6](=[O:19])([O:16][CH2:17][CH3:18])[O:7][C@H:8]([N:10]1[C:14]([Br:15])=[N:13][N:12]=[N:11]1)[CH3:9], predict the reactants needed to synthesize it. The reactants are: P([O-])([O-])([O-])=O.[C:6](=[O:19])([O:16][CH2:17][CH3:18])[O:7][CH:8]([N:10]1[C:14]([Br:15])=[N:13][N:12]=[N:11]1)[CH3:9].[OH-].[Na+].